From a dataset of Forward reaction prediction with 1.9M reactions from USPTO patents (1976-2016). Predict the product of the given reaction. Given the reactants Cl[C:2]1[CH:11]=[CH:10][C:9]2[C:4](=[C:5]([N+:12]([O-:14])=[O:13])[CH:6]=[CH:7][CH:8]=2)[N:3]=1.CC([O-])(C)C.[Na+].[CH2:21]([NH:25][C:26]1[CH:35]=[CH:34][C:33]2[C:28](=[C:29]([N+:36]([O-:38])=[O:37])[CH:30]=[CH:31][CH:32]=2)[N:27]=1)[CH2:22][CH2:23][CH3:24].C1(P(C2C=CC=CC=2)C2C=CC3C(=CC=CC=3)C=2C2C3C(=CC=CC=3)C=CC=2P(C2C=CC=CC=2)C2C=CC=CC=2)C=CC=CC=1.[Cl-].[NH4+], predict the reaction product. The product is: [CH2:21]([N:25]([C:26]1[CH:35]=[CH:34][C:33]2[C:28](=[C:29]([N+:36]([O-:38])=[O:37])[CH:30]=[CH:31][CH:32]=2)[N:27]=1)[C:2]1[CH:11]=[CH:10][C:9]2[C:4](=[C:5]([N+:12]([O-:14])=[O:13])[CH:6]=[CH:7][CH:8]=2)[N:3]=1)[CH2:22][CH2:23][CH3:24].